Dataset: Reaction yield outcomes from USPTO patents with 853,638 reactions. Task: Predict the reaction yield, written as a fraction of the theoretical maximum amount of product (1.0 means a 100% yield; for example, 0.34 means a 34% yield). The yield is 0.620. The reactants are Cl[CH:2]([C:10]1[CH:15]=[CH:14][C:13]([F:16])=[CH:12][CH:11]=1)[CH:3]1[CH2:8][CH2:7][N:6]([CH3:9])[CH2:5][CH2:4]1.[NH:17]1[CH2:22][CH2:21][NH:20][CH2:19][CH2:18]1.C([O-])([O-])=O.[K+].[K+]. The catalyst is CC(=O)CC. The product is [F:16][C:13]1[CH:14]=[CH:15][C:10]([CH:2]([CH:3]2[CH2:8][CH2:7][N:6]([CH3:9])[CH2:5][CH2:4]2)[N:17]2[CH2:22][CH2:21][NH:20][CH2:19][CH2:18]2)=[CH:11][CH:12]=1.